From a dataset of Full USPTO retrosynthesis dataset with 1.9M reactions from patents (1976-2016). Predict the reactants needed to synthesize the given product. (1) The reactants are: [Li+].[OH-].C([O:5][C:6]([C:8]1[C:9]([NH:23][C:24]2[CH:29]=[CH:28][C:27]([Br:30])=[CH:26][C:25]=2[F:31])=[CH:10][C:11](=[O:22])[N:12]2[C:16]=1[CH:15]1[O:17][C:18]([CH3:21])([CH3:20])[O:19][CH:14]1[CH2:13]2)=[O:7])C. Given the product [Br:30][C:27]1[CH:28]=[CH:29][C:24]([NH:23][C:9]2[C:8]([C:6]([OH:7])=[O:5])=[C:16]3[N:12]([CH2:13][CH:14]4[O:19][C:18]([CH3:20])([CH3:21])[O:17][CH:15]43)[C:11](=[O:22])[CH:10]=2)=[C:25]([F:31])[CH:26]=1, predict the reactants needed to synthesize it. (2) Given the product [CH2:28]([O:11][C:12]([O:2][CH2:3][CH3:4])([CH2:13][CH2:14][C:15]([O:17][CH2:18][CH3:19])=[O:16])[CH2:20][CH2:21][C:22]([O:24][CH2:25][CH3:26])=[O:23])[CH3:29], predict the reactants needed to synthesize it. The reactants are: C(OCC)(OCC)[O:2][CH2:3][CH3:4].[O:11]=[C:12]([CH2:20][CH2:21][C:22]([O:24][CH2:25][CH3:26])=[O:23])[CH2:13][CH2:14][C:15]([O:17][CH2:18][CH3:19])=[O:16].O.[C:28]1(C)C=CC(S(O)(=O)=O)=C[CH:29]=1. (3) Given the product [N:1]1[CH:6]=[CH:5][CH:4]=[C:3]([C:7]2[CH:8]=[C:9]([CH:13]=[CH:14][CH:15]=2)[C:10]([Cl:18])=[O:11])[CH:2]=1, predict the reactants needed to synthesize it. The reactants are: [N:1]1[CH:6]=[CH:5][CH:4]=[C:3]([C:7]2[CH:8]=[C:9]([CH:13]=[CH:14][CH:15]=2)[C:10](O)=[O:11])[CH:2]=1.S(Cl)([Cl:18])=O. (4) Given the product [F:21][C:19]1([F:22])[O:18][C:17]2[CH:23]=[CH:24][C:14]([C:11]3([C:9]([NH:8][C:6]4[N:7]=[C:2]([C:32]5[C:33]([CH3:35])=[N:34][C:29]([O:28][CH3:27])=[CH:30][CH:31]=5)[C:3]([CH3:26])=[C:4]([CH3:25])[CH:5]=4)=[O:10])[CH2:13][CH2:12]3)=[CH:15][C:16]=2[O:20]1, predict the reactants needed to synthesize it. The reactants are: Cl[C:2]1[N:7]=[C:6]([NH:8][C:9]([C:11]2([C:14]3[CH:24]=[CH:23][C:17]4[O:18][C:19]([F:22])([F:21])[O:20][C:16]=4[CH:15]=3)[CH2:13][CH2:12]2)=[O:10])[CH:5]=[C:4]([CH3:25])[C:3]=1[CH3:26].[CH3:27][O:28][C:29]1[N:34]=[C:33]([CH3:35])[C:32](B2OC(C)(C)C(C)(C)O2)=[CH:31][CH:30]=1.C([O-])([O-])=O.[Na+].[Na+]. (5) Given the product [C:17]([CH:5]([CH:6]([C:23]1[CH:24]=[CH:25][CH:26]=[CH:27][C:22]=1[O:21][CH3:20])[C:7]1[C:16]2[C:11](=[CH:12][CH:13]=[CH:14][CH:15]=2)[CH:10]=[CH:9][CH:8]=1)[C:4]([O:3][CH2:1][CH3:2])=[O:19])#[N:18], predict the reactants needed to synthesize it. The reactants are: [CH2:1]([O:3][C:4](=[O:19])[C:5]([C:17]#[N:18])=[CH:6][C:7]1[C:16]2[C:11](=[CH:12][CH:13]=[CH:14][CH:15]=2)[CH:10]=[CH:9][CH:8]=1)[CH3:2].[CH3:20][O:21][C:22]1[CH:27]=[CH:26][CH:25]=[CH:24][C:23]=1[Mg]Br.